Dataset: Reaction yield outcomes from USPTO patents with 853,638 reactions. Task: Predict the reaction yield, written as a fraction of the theoretical maximum amount of product (1.0 means a 100% yield; for example, 0.34 means a 34% yield). The reactants are [C:1]([O:5][C:6]([N:8]([C:21]([O:23][C:24]([CH3:27])([CH3:26])[CH3:25])=[O:22])[C:9]1[S:10][C:11]([C:16]([O:18][CH2:19][CH3:20])=[O:17])=[C:12]([CH:14]=[O:15])[N:13]=1)=[O:7])([CH3:4])([CH3:3])[CH3:2].[CH2:28]([Mg]Br)[CH3:29]. The catalyst is C(OCC)C.[Br-].C([N+](CCCC)(CCCC)CCCC)CCC. The product is [C:1]([O:5][C:6]([N:8]([C:21]([O:23][C:24]([CH3:26])([CH3:25])[CH3:27])=[O:22])[C:9]1[S:10][C:11]([C:16]([O:18][CH2:19][CH3:20])=[O:17])=[C:12]([CH:14]([OH:15])[CH2:28][CH3:29])[N:13]=1)=[O:7])([CH3:4])([CH3:2])[CH3:3]. The yield is 0.330.